Task: Regression/Classification. Given a drug SMILES string, predict its absorption, distribution, metabolism, or excretion properties. Task type varies by dataset: regression for continuous measurements (e.g., permeability, clearance, half-life) or binary classification for categorical outcomes (e.g., BBB penetration, CYP inhibition). Dataset: b3db_classification.. Dataset: Blood-brain barrier permeability classification from the B3DB database (1) The drug is O=c1[nH]c2cc(Cl)c(Cl)c([N+](=O)[O-])c2[nH]c1=O. The result is 1 (penetrates BBB). (2) The compound is COC1C=COC2(C)Oc3c(C)c(O)c4c(O)c(c5c(nc6cc(C)ccn65)c4c3C2=O)NC(=O)C(C)=CC=CC(C)C(O)C(C)C(O)C(C)C(OC(C)=O)C1C. The result is 0 (does not penetrate BBB). (3) The compound is O=C(c1ccc(F)cc1)C1CCN(CCCn2c(=O)[nH]c3ccccc32)CC1. The result is 1 (penetrates BBB). (4) The drug is CC1(C)S[C@@H]2[C@H](NC(=O)[C@@H](NS(=O)(=O)O)c3ccccc3)C(=O)N2[C@H]1C(=O)O. The result is 0 (does not penetrate BBB). (5) The result is 1 (penetrates BBB). The compound is COc1cc(C)c(/C=C/C(C)=C/C=C/C(C)=CC(=O)O)c(C)c1C. (6) The compound is CC[C@@]1(c2ccccc2)C(=O)NC(=O)N(C(=O)c2ccccc2)C1=O. The result is 1 (penetrates BBB). (7) The compound is Cn1c(=O)c2c(ncn2CC(O)CO)n(C)c1=O. The result is 0 (does not penetrate BBB).